Dataset: Reaction yield outcomes from USPTO patents with 853,638 reactions. Task: Predict the reaction yield, written as a fraction of the theoretical maximum amount of product (1.0 means a 100% yield; for example, 0.34 means a 34% yield). (1) The reactants are F[C:2]1[CH:7]=[CH:6][C:5]([C:8]2[O:9][C:10]3[CH:16]=[CH:15][CH:14]=[CH:13][C:11]=3[N:12]=2)=[CH:4][C:3]=1[N+:17]([O-:19])=[O:18].C(N(CC)CC)C.Cl.[C:28]([C:32]1[CH:39]=[CH:38][C:35]([CH2:36][NH2:37])=[CH:34][CH:33]=1)([O:30][CH3:31])=[O:29].O. The catalyst is C(#N)C. The product is [CH3:31][O:30][C:28]([C:32]1[CH:39]=[CH:38][C:35]([CH2:36][NH:37][C:2]2[CH:7]=[CH:6][C:5]([C:8]3[O:9][C:10]4[CH:16]=[CH:15][CH:14]=[CH:13][C:11]=4[N:12]=3)=[CH:4][C:3]=2[N+:17]([O-:19])=[O:18])=[CH:34][CH:33]=1)=[O:29]. The yield is 0.950. (2) The reactants are C([O:8][C:9](=[O:17])[NH:10][CH2:11][CH2:12][C:13](O)([CH3:15])[CH3:14])C1C=CC=CC=1.[H-].[Na+].C([O-])(O)=O.[Na+]. The catalyst is C1COCC1. The product is [CH3:15][C:13]1([CH3:14])[O:17][C:9](=[O:8])[NH:10][CH2:11][CH2:12]1. The yield is 0.510. (3) The reactants are [C:1]([O:5][C:6]([NH:8][C@H:9]([C:29]([O:31][CH3:32])=[O:30])[CH2:10][C:11]1[CH:16]=[CH:15][C:14]([N:17]2[C:22](=[O:23])[C:21]3[CH:24]=[CH:25][N:26]=[CH:27][C:20]=3[NH:19][C:18]2=[O:28])=[CH:13][CH:12]=1)=[O:7])([CH3:4])([CH3:3])[CH3:2].[C:33](=O)([O-])[O-].[K+].[K+].CI. The catalyst is CN(C)C=O. The product is [C:1]([O:5][C:6]([NH:8][C@H:9]([C:29]([O:31][CH3:32])=[O:30])[CH2:10][C:11]1[CH:12]=[CH:13][C:14]([N:17]2[C:22](=[O:23])[C:21]3[CH:24]=[CH:25][N:26]=[CH:27][C:20]=3[N:19]([CH3:33])[C:18]2=[O:28])=[CH:15][CH:16]=1)=[O:7])([CH3:3])([CH3:4])[CH3:2]. The yield is 0.430.